This data is from Reaction yield outcomes from USPTO patents with 853,638 reactions. The task is: Predict the reaction yield, written as a fraction of the theoretical maximum amount of product (1.0 means a 100% yield; for example, 0.34 means a 34% yield). (1) The reactants are C(OC(N[C:9]1[CH:10]=[CH:11][C:12]([C:15]([F:22])([F:21])[C:16]([O:18][CH2:19][CH3:20])=[O:17])=[N:13][CH:14]=1)=O)(C)(C)C.N([O-])=O.[Na+].[S-:27][C:28]#[N:29].[K+].C(=O)(O)[O-].[Na+]. The catalyst is Cl.[Cu]SC#N. The product is [F:22][C:15]([F:21])([C:12]1[CH:11]=[CH:10][C:9]([S:27][C:28]#[N:29])=[CH:14][N:13]=1)[C:16]([O:18][CH2:19][CH3:20])=[O:17]. The yield is 0.210. (2) The reactants are [Br:1][C:2]1[C:7]([NH2:8])=[CH:6][C:5]([Cl:9])=[CH:4][N:3]=1.[CH:10](=O)[C:11]1[CH:16]=[CH:15][C:14]([O:17][CH3:18])=[CH:13][CH:12]=1.C(O[BH-](OC(=O)C)OC(=O)C)(=O)C.[Na+].C(=O)(O)[O-].[Na+]. The catalyst is C(Cl)Cl.C(Cl)(Cl)Cl. The product is [Br:1][C:2]1[C:7]([NH:8][CH2:10][C:11]2[CH:16]=[CH:15][C:14]([O:17][CH3:18])=[CH:13][CH:12]=2)=[CH:6][C:5]([Cl:9])=[CH:4][N:3]=1. The yield is 0.420.